Predict the reaction yield, written as a fraction of the theoretical maximum amount of product (1.0 means a 100% yield; for example, 0.34 means a 34% yield). From a dataset of Reaction yield outcomes from USPTO patents with 853,638 reactions. (1) The reactants are [Cl:1][C:2]1[CH:3]=[CH:4][C:5]([O:26][CH2:27][CH:28]([CH3:30])[CH3:29])=[C:6]([CH2:8][N:9]2[C:13]([CH3:14])=[CH:12][C:11]([C:15]([NH:17][C:18]3[CH:23]=[CH:22][C:21]([CH:24]=O)=[CH:20][CH:19]=3)=[O:16])=[N:10]2)[CH:7]=1.[NH:31]1[CH2:35][CH2:34][CH2:33][CH2:32]1.C(O[BH-](OC(=O)C)OC(=O)C)(=O)C.[Na+].C(O)(=O)C. The catalyst is O1CCCC1.[Cl-].[Na+].O.C(OCC)(=O)C. The product is [ClH:1].[Cl:1][C:2]1[CH:3]=[CH:4][C:5]([O:26][CH2:27][CH:28]([CH3:30])[CH3:29])=[C:6]([CH2:8][N:9]2[C:13]([CH3:14])=[CH:12][C:11]([C:15]([NH:17][C:18]3[CH:19]=[CH:20][C:21]([CH2:24][N:31]4[CH2:35][CH2:34][CH2:33][CH2:32]4)=[CH:22][CH:23]=3)=[O:16])=[N:10]2)[CH:7]=1. The yield is 0.510. (2) The reactants are Cl.Cl.[NH2:3][C@H:4]1[CH2:7][C@H:6]([N:8]2[C:12]3=[N:13][CH:14]=[CH:15][N:16]=[C:11]3[C:10]([CH3:18])([CH3:17])[C:9]2=[O:19])[CH2:5]1.C(N(C(C)C)C(C)C)C.CS([C:33]1[S:34][C:35]2[C:40]([N:41]=1)=[CH:39][CH:38]=[CH:37][N:36]=2)(=O)=O. The catalyst is CS(C)=O.CCOC(C)=O.O. The product is [CH3:18][C:10]1([CH3:17])[C:11]2[C:12](=[N:13][CH:14]=[CH:15][N:16]=2)[N:8]([C@H:6]2[CH2:7][C@H:4]([NH:3][C:33]3[S:34][C:35]4[C:40]([N:41]=3)=[CH:39][CH:38]=[CH:37][N:36]=4)[CH2:5]2)[C:9]1=[O:19]. The yield is 0.604. (3) The reactants are [F:1][C:2]1([F:18])[C@H:6]([OH:7])[C@@H:5]([CH2:8][OH:9])[O:4][C@H:3]1[N:10]1[CH:17]=[CH:16][C:14]([NH2:15])=[N:13][C:11]1=[O:12].[CH3:19][C:20]([Si:23](Cl)([CH3:25])[CH3:24])([CH3:22])[CH3:21]. The catalyst is N1C=CC=CC=1. The product is [Si:23]([O:9][CH2:8][C@H:5]1[O:4][C@@H:3]([N:10]2[CH:17]=[CH:16][C:14]([NH2:15])=[N:13][C:11]2=[O:12])[C:2]([F:1])([F:18])[C@@H:6]1[OH:7])([C:20]([CH3:22])([CH3:21])[CH3:19])([CH3:25])[CH3:24]. The yield is 0.960. (4) The reactants are [Br:1][C:2]1[C:3](=[O:28])[N:4]([C:20]2[C:25]([F:26])=[CH:24][CH:23]=[CH:22][C:21]=2[F:27])[C:5]([CH2:18][OH:19])=[CH:6][C:7]=1[O:8][CH2:9][C:10]1[CH:15]=[CH:14][C:13]([F:16])=[CH:12][C:11]=1[F:17].CC(C)=[O:31].OS(O)(=O)=O.O=[Cr](=O)=O. The catalyst is CC(C)=O. The product is [Br:1][C:2]1[C:3](=[O:28])[N:4]([C:20]2[C:21]([F:27])=[CH:22][CH:23]=[CH:24][C:25]=2[F:26])[C:5]([C:18]([OH:31])=[O:19])=[CH:6][C:7]=1[O:8][CH2:9][C:10]1[CH:15]=[CH:14][C:13]([F:16])=[CH:12][C:11]=1[F:17]. The yield is 0.650. (5) The reactants are [CH:1]1([CH2:7][N:8]2[CH:12]=[CH:11][C:10]([S:13]([CH2:16][CH:17]3[CH2:19][CH2:18]3)(=[O:15])=[O:14])=[C:9]2[CH3:20])[CH2:6][CH2:5][CH2:4][CH2:3][CH2:2]1.C1C(=O)N([Br:28])C(=O)C1. The catalyst is C1COCC1. The product is [Br:28][C:12]1[N:8]([CH2:7][CH:1]2[CH2:2][CH2:3][CH2:4][CH2:5][CH2:6]2)[C:9]([CH3:20])=[C:10]([S:13]([CH2:16][CH:17]2[CH2:18][CH2:19]2)(=[O:15])=[O:14])[CH:11]=1. The yield is 0.790.